Dataset: Forward reaction prediction with 1.9M reactions from USPTO patents (1976-2016). Task: Predict the product of the given reaction. (1) Given the reactants [Cl:1][C:2]1[CH:3]=[CH:4][C:5]([O:11][CH3:12])=[C:6]([B:8]([OH:10])[OH:9])[CH:7]=1.[NH:13]([CH2:17][CH2:18]O)[CH2:14][CH2:15]O, predict the reaction product. The product is: [Cl:1][C:2]1[CH:3]=[CH:4][C:5]([O:11][CH3:12])=[C:6]([B:8]2[O:9][CH2:18][CH2:17][NH:13][CH2:14][CH2:15][O:10]2)[CH:7]=1. (2) Given the reactants [CH2:1]([O:8][C:9]1[CH:18]=[CH:17][C:12]([C:13]([O:15]C)=[O:14])=[CH:11][C:10]=1[NH:19][C:20](=[O:28])[CH2:21][N:22]1[CH2:27][CH2:26][O:25][CH2:24][CH2:23]1)[C:2]1[CH:7]=[CH:6][CH:5]=[CH:4][CH:3]=1.[OH-].[Li+:30], predict the reaction product. The product is: [CH2:1]([O:8][C:9]1[CH:18]=[CH:17][C:12]([C:13]([O-:15])=[O:14])=[CH:11][C:10]=1[NH:19][C:20](=[O:28])[CH2:21][N:22]1[CH2:23][CH2:24][O:25][CH2:26][CH2:27]1)[C:2]1[CH:7]=[CH:6][CH:5]=[CH:4][CH:3]=1.[Li+:30]. (3) Given the reactants [CH3:1][C:2]1[N:7]=[C:6]2[N:8]=[C:9]([SH:11])[O:10][C:5]2=[CH:4][CH:3]=1.[C:12](=O)([O-])[O-].[K+].[K+].CI, predict the reaction product. The product is: [CH3:1][C:2]1[N:7]=[C:6]2[N:8]=[C:9]([S:11][CH3:12])[O:10][C:5]2=[CH:4][CH:3]=1. (4) Given the reactants [C:1]([C:5]1[CH:10]=[C:9]([O:11][CH3:12])[C:8]([CH3:13])=[CH:7][C:6]=1[OH:14])([CH3:4])([CH3:3])[CH3:2].[Cl:15][C:16]1[CH:21]=[C:20]([S:22]([C:25]([F:28])([F:27])[F:26])(=[O:24])=[O:23])[CH:19]=[CH:18][C:17]=1[N:29]=[C:30]=[O:31], predict the reaction product. The product is: [C:1]([C:5]1[C:6]([OH:14])=[C:7]([C:8]([CH3:13])=[C:9]([O:11][CH3:12])[CH:10]=1)[C:30]([NH:29][C:17]1[CH:18]=[CH:19][C:20]([S:22]([C:25]([F:26])([F:27])[F:28])(=[O:23])=[O:24])=[CH:21][C:16]=1[Cl:15])=[O:31])([CH3:4])([CH3:3])[CH3:2].